This data is from Full USPTO retrosynthesis dataset with 1.9M reactions from patents (1976-2016). The task is: Predict the reactants needed to synthesize the given product. Given the product [CH3:1][C:2]1[CH:16]=[C:15]([CH3:17])[C:5]2[N:6]=[N:7][N:8]([CH2:11][C:12]([NH:26][C@H:24]([C:21]3[CH:22]=[CH:23][C:18]([CH3:27])=[CH:19][CH:20]=3)[CH3:25])=[O:14])[C:9](=[O:10])[C:4]=2[CH:3]=1, predict the reactants needed to synthesize it. The reactants are: [CH3:1][C:2]1[CH:16]=[C:15]([CH3:17])[C:5]2[N:6]=[N:7][N:8]([CH2:11][C:12]([OH:14])=O)[C:9](=[O:10])[C:4]=2[CH:3]=1.[C:18]1([CH3:27])[CH:23]=[CH:22][C:21]([C@@H:24]([NH2:26])[CH3:25])=[CH:20][CH:19]=1.